This data is from Reaction yield outcomes from USPTO patents with 853,638 reactions. The task is: Predict the reaction yield, written as a fraction of the theoretical maximum amount of product (1.0 means a 100% yield; for example, 0.34 means a 34% yield). (1) The reactants are [NH:1]1[CH2:5][CH2:4][CH2:3][NH:2]1.C[O:7][C:8](=O)[CH:9]([C:20]1[CH:25]=[CH:24][C:23]([F:26])=[CH:22][CH:21]=1)[C:10]([C:12]1[CH:17]=[CH:16][N:15]=[C:14]([S:18][CH3:19])[N:13]=1)=O. The catalyst is N1C=CC=CC=1. The product is [F:26][C:23]1[CH:24]=[CH:25][C:20]([C:9]2[C:8](=[O:7])[N:2]3[CH2:3][CH2:4][CH2:5][N:1]3[C:10]=2[C:12]2[CH:17]=[CH:16][N:15]=[C:14]([S:18][CH3:19])[N:13]=2)=[CH:21][CH:22]=1. The yield is 0.370. (2) The reactants are [CH:1]([CH:3]1[CH2:8][CH2:7][N:6]([C:9]([O:11][C:12]([CH3:15])([CH3:14])[CH3:13])=[O:10])[CH2:5][CH2:4]1)=O.[F:16][C:17]([F:21])([F:20])[CH2:18][NH2:19].C(O[BH-](OC(=O)C)OC(=O)C)(=O)C.[Na+].[OH-].[Na+]. The catalyst is C(Cl)Cl.C([O-])(O)=O.[Na+].CC(O)=O. The product is [F:16][C:17]([F:21])([F:20])[CH2:18][NH:19][CH2:1][CH:3]1[CH2:8][CH2:7][N:6]([C:9]([O:11][C:12]([CH3:15])([CH3:14])[CH3:13])=[O:10])[CH2:5][CH2:4]1. The yield is 1.07.